From a dataset of Full USPTO retrosynthesis dataset with 1.9M reactions from patents (1976-2016). Predict the reactants needed to synthesize the given product. (1) Given the product [Br:1][C:2]1[CH:7]=[C:6]([NH:8][C:9]([CH3:11])=[O:10])[C:5]([N+:14]([O-:16])=[O:15])=[CH:4][C:3]=1[O:12][CH3:13], predict the reactants needed to synthesize it. The reactants are: [Br:1][C:2]1[CH:7]=[C:6]([NH:8][C:9]([CH3:11])=[O:10])[CH:5]=[CH:4][C:3]=1[O:12][CH3:13].[N+:14]([O-])([OH:16])=[O:15].O. (2) Given the product [P:38]([O:43][CH:44]([CH3:46])[CH3:45])([O:39][CH:40]([CH3:42])[CH3:41])([O:26][C:16]1[CH:15]=[C:14]([NH:13][C:10]2[N:9]=[C:8]([C:27]3[CH:32]=[CH:31][CH:30]=[C:29]([NH:33][C:34](=[O:37])[CH:35]=[CH2:36])[CH:28]=3)[C:7]([Cl:6])=[CH:12][N:11]=2)[CH:19]=[CH:18][C:17]=1[N:20]1[CH2:25][CH2:24][O:23][CH2:22][CH2:21]1)=[O:47], predict the reactants needed to synthesize it. The reactants are: C([Li])CCC.[Cl:6][C:7]1[C:8]([C:27]2[CH:28]=[C:29]([NH:33][C:34](=[O:37])[CH:35]=[CH2:36])[CH:30]=[CH:31][CH:32]=2)=[N:9][C:10]([NH:13][C:14]2[CH:19]=[CH:18][C:17]([N:20]3[CH2:25][CH2:24][O:23][CH2:22][CH2:21]3)=[C:16]([OH:26])[CH:15]=2)=[N:11][CH:12]=1.[P:38](Cl)(=[O:47])([O:43][CH:44]([CH3:46])[CH3:45])[O:39][CH:40]([CH3:42])[CH3:41]. (3) The reactants are: [C:1](#[N:4])[CH:2]=[CH2:3].[CH2:5]=[CH:6][C:7]1[CH:12]=[CH:11][CH:10]=[CH:9][CH:8]=1. Given the product [CH2:3]=[CH:2][C:1]#[N:4].[CH2:5]=[CH:6][C:7]1[CH:12]=[CH:11][CH:10]=[CH:9][CH:8]=1, predict the reactants needed to synthesize it. (4) Given the product [C:23]([OH:24])(=[O:11])[C:3]([OH:7])=[O:4].[CH3:8][C:3]1[NH:15][CH:13]=[N:14][C:2]=1[CH2:6][CH2:5][OH:4], predict the reactants needed to synthesize it. The reactants are: Br[CH:2]1[CH2:6][CH2:5][O:4][C:3]1([CH3:8])[OH:7].C(O)(=[O:11])C.[CH:13]([NH2:15])=[NH:14].C(NCC)C.CN(C)[CH:23]=[O:24]. (5) Given the product [OH:32][C@H:3]([C@@H:2]([NH:1][C:42](=[O:43])[C@@H:41]([OH:40])[C:45]([CH3:51])([S:47]([CH3:50])(=[O:49])=[O:48])[CH3:46])[CH2:33][C:34]1[CH:35]=[CH:36][CH:37]=[CH:38][CH:39]=1)[CH2:4][C@@H:5]([NH:19][C:20]([C@@H:22]([NH:27][C:28](=[O:31])[O:29][CH3:30])[C:23]([CH3:26])([CH3:25])[CH3:24])=[O:21])[CH2:6][C:7]1[CH:12]=[CH:11][C:10]([C:13]2[CH:18]=[CH:17][CH:16]=[CH:15][N:14]=2)=[CH:9][CH:8]=1, predict the reactants needed to synthesize it. The reactants are: [NH2:1][C@@H:2]([CH2:33][C:34]1[CH:39]=[CH:38][CH:37]=[CH:36][CH:35]=1)[C@@H:3]([OH:32])[CH2:4][C@@H:5]([NH:19][C:20]([C@@H:22]([NH:27][C:28](=[O:31])[O:29][CH3:30])[C:23]([CH3:26])([CH3:25])[CH3:24])=[O:21])[CH2:6][C:7]1[CH:12]=[CH:11][C:10]([C:13]2[CH:18]=[CH:17][CH:16]=[CH:15][N:14]=2)=[CH:9][CH:8]=1.[OH:40][C@@H:41]([C:45]([CH3:51])([S:47]([CH3:50])(=[O:49])=[O:48])[CH3:46])[C:42](O)=[O:43].CCOP(ON1N=NC2C=CC=CC=2C1=O)(OCC)=O.C(N(CC)C(C)C)(C)C.